Task: Predict which catalyst facilitates the given reaction.. Dataset: Catalyst prediction with 721,799 reactions and 888 catalyst types from USPTO (1) Reactant: [Cl:1][C:2]1[CH:3]=[CH:4][C:5]2[N:11]3[C:12]([CH2:15][CH:16]([CH3:18])[CH3:17])=[CH:13][CH:14]=[C:10]3[C@@H:9]([CH2:19][CH2:20][N:21]3[N:25]=[N:24][C:23]([CH2:26][C:27]([O:29]CC)=[O:28])=[N:22]3)[O:8][C@H:7]([C:32]3[CH:37]=[CH:36][CH:35]=[C:34]([O:38][CH3:39])[C:33]=3[O:40][CH3:41])[C:6]=2[CH:42]=1.O1CCCC1.C(=O)([O-])[O-].[K+].[K+].Cl. Product: [Cl:1][C:2]1[CH:3]=[CH:4][C:5]2[N:11]3[C:12]([CH2:15][CH:16]([CH3:18])[CH3:17])=[CH:13][CH:14]=[C:10]3[C@@H:9]([CH2:19][CH2:20][N:21]3[N:25]=[N:24][C:23]([CH2:26][C:27]([OH:29])=[O:28])=[N:22]3)[O:8][C@H:7]([C:32]3[CH:37]=[CH:36][CH:35]=[C:34]([O:38][CH3:39])[C:33]=3[O:40][CH3:41])[C:6]=2[CH:42]=1. The catalyst class is: 8. (2) Reactant: [CH2:1]([N:3]1[C:7]2=[N:8][C:9]([CH2:27][CH3:28])=[C:10]([CH2:19][NH:20][C:21](=[O:26])[CH2:22][C:23]([OH:25])=O)[C:11]([NH:12][CH:13]3[CH2:18][CH2:17][O:16][CH2:15][CH2:14]3)=[C:6]2[CH:5]=[N:4]1)[CH3:2].[Br:29][C:30]1[CH:31]=[C:32]([CH2:38][NH2:39])[CH:33]=[CH:34][C:35]=1[O:36][CH3:37].CN(C(ON1N=NC2C=CC=NC1=2)=[N+](C)C)C.F[P-](F)(F)(F)(F)F.C(N(CC)CC)C. Product: [Br:29][C:30]1[CH:31]=[C:32]([CH2:38][NH:39][C:23](=[O:25])[CH2:22][C:21]([NH:20][CH2:19][C:10]2[C:11]([NH:12][CH:13]3[CH2:18][CH2:17][O:16][CH2:15][CH2:14]3)=[C:6]3[CH:5]=[N:4][N:3]([CH2:1][CH3:2])[C:7]3=[N:8][C:9]=2[CH2:27][CH3:28])=[O:26])[CH:33]=[CH:34][C:35]=1[O:36][CH3:37]. The catalyst class is: 4. (3) Reactant: [NH:1]1[CH2:6][CH2:5][CH:4]([NH:7][C:8](=[O:14])[O:9][C:10]([CH3:13])([CH3:12])[CH3:11])[CH2:3][CH2:2]1.[Cl:15][C:16]1[N:17]=[N:18][C:19](Cl)=[CH:20][CH:21]=1. Product: [Cl:15][C:16]1[N:17]=[N:18][C:19]([N:1]2[CH2:2][CH2:3][CH:4]([NH:7][C:8](=[O:14])[O:9][C:10]([CH3:11])([CH3:13])[CH3:12])[CH2:5][CH2:6]2)=[CH:20][CH:21]=1. The catalyst class is: 18. (4) The catalyst class is: 72. Reactant: [CH2:1]=[CH:2][CH2:3][N:4]1[C@@H:21]2[CH2:22][C:9]3[CH:10]=[CH:11][C:12]([OH:24])=[C:13]4[O:14][C@H:15]5[C:16]([CH2:18][CH2:19][C@:20]2([OH:23])[C@:7]5([C:8]=34)[CH2:6][CH2:5]1)=[O:17].[ClH:25].[CH2:26]=[C:27]1[C@@H:40]2[O:41][C:37]3[C:38]4[C@:39]52[CH2:42][CH2:43][N:44]([CH2:45][CH:46]2[CH2:48][CH2:47]2)[C@H:31]([CH2:32][C:33]=4[CH:34]=[CH:35][C:36]=3[OH:49])[C@:30]5([OH:50])[CH2:29][CH2:28]1. Product: [CH2:1]=[CH:2][CH2:3][N:4]1[C@@H:21]2[CH2:22][C:9]3[CH:10]=[CH:11][C:12]([OH:24])=[C:13]4[O:14][C@H:15]5[C:16]([CH2:18][CH2:19][C@:20]2([OH:23])[C@:7]5([C:8]=34)[CH2:6][CH2:5]1)=[O:17].[ClH:25].[CH2:26]=[C:27]1[C@@H:40]2[O:41][C:37]3[C:38]4[C@:39]52[CH2:42][CH2:43][N:44]([CH2:45][CH:46]2[CH2:48][CH2:47]2)[C@H:31]([CH2:32][C:33]=4[CH:34]=[CH:35][C:36]=3[OH:49])[C@:30]5([OH:50])[CH2:29][CH2:28]1.